From a dataset of Reaction yield outcomes from USPTO patents with 853,638 reactions. Predict the reaction yield, written as a fraction of the theoretical maximum amount of product (1.0 means a 100% yield; for example, 0.34 means a 34% yield). (1) The reactants are [Cl:1][C:2]1[C:7]([Cl:8])=[CH:6][CH:5]=[CH:4][C:3]=1[NH:9][C:10](=[O:46])[NH:11][C:12]1[N:16]([C:17]2[CH:18]=[C:19]3[C:24](=[CH:25][CH:26]=2)[CH2:23][N:22](C(OC(C)(C)C)=O)[CH:21]([C:34]([O:36]CC)=[O:35])[CH2:20]3)[N:15]=[C:14]([C:39]2[CH:44]=[CH:43][CH:42]=[CH:41][C:40]=2[F:45])[CH:13]=1.Cl. The catalyst is C1COCC1. The product is [ClH:1].[Cl:1][C:2]1[C:7]([Cl:8])=[CH:6][CH:5]=[CH:4][C:3]=1[NH:9][C:10](=[O:46])[NH:11][C:12]1[N:16]([C:17]2[CH:18]=[C:19]3[C:24](=[CH:25][CH:26]=2)[CH2:23][NH:22][CH:21]([C:34]([OH:36])=[O:35])[CH2:20]3)[N:15]=[C:14]([C:39]2[CH:44]=[CH:43][CH:42]=[CH:41][C:40]=2[F:45])[CH:13]=1. The yield is 0.350. (2) The reactants are [CH:1]1([C:7]2[C:8]3[CH:9]=[CH:10][C:11]([C:39](O)=[O:40])=[CH:12][C:13]=3[N:14]3[CH2:20][C:19]([C:21]([N:23]4[CH2:28][CH2:27][CH:26]([N:29]5[CH2:34][CH2:33][O:32][CH2:31][CH2:30]5)[CH2:25][CH2:24]4)=[O:22])=[CH:18][C:17]4[CH:35]=[CH:36][CH:37]=[CH:38][C:16]=4[C:15]=23)[CH2:6][CH2:5][CH2:4][CH2:3][CH2:2]1.C(N(CC)C(C)C)(C)C.Cl.CN(C)CCCN=C=NCC.ON1C2C=CC=CC=2N=N1.[CH2:73]([NH2:79])[C@@H:74]1[O:78][CH2:77][CH2:76][CH2:75]1. The catalyst is C(Cl)Cl.CCOCC. The product is [CH:1]1([C:7]2[C:8]3[CH:9]=[CH:10][C:11]([C:39]([NH:79][CH2:73][C@H:74]4[CH2:75][CH2:76][CH2:77][O:78]4)=[O:40])=[CH:12][C:13]=3[N:14]3[CH2:20][C:19]([C:21]([N:23]4[CH2:24][CH2:25][CH:26]([N:29]5[CH2:30][CH2:31][O:32][CH2:33][CH2:34]5)[CH2:27][CH2:28]4)=[O:22])=[CH:18][C:17]4[CH:35]=[CH:36][CH:37]=[CH:38][C:16]=4[C:15]=23)[CH2:6][CH2:5][CH2:4][CH2:3][CH2:2]1. The yield is 0.720. (3) The reactants are [CH:1]1[CH:2]=[CH:3][C:4]([C:7]2[CH:8]=[CH:9][C:10]([C:13]([CH2:15][CH2:16][C:17]([OH:19])=O)=[O:14])=[CH:11][CH:12]=2)=[CH:5][CH:6]=1.CN(C(ON1N=NC2C=CC=CC1=2)=[N+](C)C)C.F[P-](F)(F)(F)(F)F.CCN(C(C)C)C(C)C.[N:53]([CH2:56][CH2:57][CH2:58][CH2:59][NH2:60])=[N+:54]=[N-:55]. The catalyst is CC(C)=O.CCCCCC.CN(C=O)C. The product is [N:53]([CH2:56][CH2:57][CH2:58][CH2:59][NH:60][C:17](=[O:19])[CH2:16][CH2:15][C:13]([C:10]1[CH:11]=[CH:12][C:7]([C:4]2[CH:5]=[CH:6][CH:1]=[CH:2][CH:3]=2)=[CH:8][CH:9]=1)=[O:14])=[N+:54]=[N-:55]. The yield is 0.770. (4) The reactants are [Cl:1][C:2]1[CH:7]=[CH:6][C:5]([OH:8])=[CH:4][N:3]=1.[F:9][C:10]1[CH:15]=[CH:14][C:13](B(O)O)=[CH:12][CH:11]=1.C(N(CC)CC)C. The catalyst is ClCCl.C([O-])(=O)C.[Cu+2].C([O-])(=O)C. The product is [Cl:1][C:2]1[CH:7]=[CH:6][C:5]([O:8][C:13]2[CH:14]=[CH:15][C:10]([F:9])=[CH:11][CH:12]=2)=[CH:4][N:3]=1. The yield is 0.700. (5) The reactants are [NH2:1][C:2]1[C:7](=[O:8])[NH:6][N:5]=[C:4]([C:9]2[CH:14]=[CH:13][CH:12]=[CH:11][CH:10]=2)[C:3]=1[CH:15]=[O:16].[CH2:17](Br)[CH3:18].C(=O)([O-])[O-].[K+].[K+].O. The catalyst is CN(C=O)C. The product is [NH2:1][C:2]1[C:7](=[O:8])[N:6]([CH2:17][CH3:18])[N:5]=[C:4]([C:9]2[CH:14]=[CH:13][CH:12]=[CH:11][CH:10]=2)[C:3]=1[CH:15]=[O:16]. The yield is 0.880. (6) The reactants are [C:1]1([C:7]2[C:11]([CH2:12][CH2:13][CH2:14][OH:15])=[CH:10][N:9]([C:16]3[CH:21]=[CH:20][C:19]([C:22]([F:25])([F:24])[F:23])=[CH:18][N:17]=3)[N:8]=2)[CH:6]=[CH:5][CH:4]=[CH:3][CH:2]=1.O[C:27]1[CH:32]=[CH:31][C:30]([CH2:33][CH2:34][C:35]([O:37]C)=[O:36])=[C:29]([O:39][CH2:40][CH3:41])[CH:28]=1.C(P(CCCC)CCCC)CCC.N(C(N1CCCCC1)=O)=NC(N1CCCCC1)=O. The catalyst is O1CCCC1. The product is [CH2:40]([O:39][C:29]1[CH:28]=[C:27]([O:15][CH2:14][CH2:13][CH2:12][C:11]2[C:7]([C:1]3[CH:2]=[CH:3][CH:4]=[CH:5][CH:6]=3)=[N:8][N:9]([C:16]3[CH:21]=[CH:20][C:19]([C:22]([F:24])([F:23])[F:25])=[CH:18][N:17]=3)[CH:10]=2)[CH:32]=[CH:31][C:30]=1[CH2:33][CH2:34][C:35]([OH:37])=[O:36])[CH3:41]. The yield is 0.600. (7) The reactants are [Br:1][C:2]1[N:7]=[C:6]([C:8](OCC)=[O:9])[C:5]([NH:13][CH2:14][CH2:15][O:16][CH3:17])=[CH:4][CH:3]=1.[NH3:18]. No catalyst specified. The product is [Br:1][C:2]1[N:7]=[C:6]([C:8]([NH2:18])=[O:9])[C:5]([NH:13][CH2:14][CH2:15][O:16][CH3:17])=[CH:4][CH:3]=1. The yield is 0.850.